Task: Predict the product of the given reaction.. Dataset: Forward reaction prediction with 1.9M reactions from USPTO patents (1976-2016) (1) Given the reactants [NH2:1][C@H:2]([C:7]([OH:9])=[O:8])[CH2:3][C:4](O)=O.[NH2:10][C@H:11](C(O)=O)[CH2:12]CC(O)=O, predict the reaction product. The product is: [NH2:1][C@H:2]([C:7]([OH:9])=[O:8])[CH2:3][CH2:4][CH2:12][CH2:11][NH2:10]. (2) Given the reactants [CH3:1][C:2]1([NH:18]C(=O)OC(C)(C)C)[CH2:8][CH2:7][CH2:6][N:5]([C:9]2[N:13]([CH3:14])[N:12]=[CH:11][C:10]=2[N+:15]([O-])=O)[CH2:4][CH2:3]1.C(OC([NH:33][C:34]1[S:38][C:37]([C:39]2[CH:44]=[CH:43][CH:42]=[CH:41][C:40]=2[F:45])=[N:36][C:35]=1[C:46](O)=[O:47])=O)(C)(C)C, predict the reaction product. The product is: [NH2:33][C:34]1[S:38][C:37]([C:39]2[CH:44]=[CH:43][CH:42]=[CH:41][C:40]=2[F:45])=[N:36][C:35]=1[C:46]([NH:15][C:10]1[CH:11]=[N:12][N:13]([CH3:14])[C:9]=1[N:5]1[CH2:6][CH2:7][CH2:8][C:2]([NH2:18])([CH3:1])[CH2:3][CH2:4]1)=[O:47]. (3) Given the reactants [CH3:1][O:2][C:3]1[CH:8]=[CH:7][C:6]([NH2:9])=[CH:5][CH:4]=1.Cl.N([O-])=O.[Na+].S(=O)(=O)(O)[NH2:16].[OH-].[Na+].[Cl:22][C:23]1[CH:24]=[C:25](CO)[C:26]([OH:31])=[C:27]([CH2:29][OH:30])[CH:28]=1, predict the reaction product. The product is: [Cl:22][C:23]1[CH:24]=[C:25]([N:16]=[N:9][C:6]2[CH:7]=[CH:8][C:3]([O:2][CH3:1])=[CH:4][CH:5]=2)[C:26]([OH:31])=[C:27]([CH2:29][OH:30])[CH:28]=1. (4) Given the reactants [CH3:1][C:2]1[CH:7]=[C:6]([CH3:8])[CH:5]=[CH:4][C:3]=1[C:9]1[C:18]2[C:13](=[CH:14][CH:15]=[CH:16][CH:17]=2)[C:12](=[O:19])[N:11]([CH3:20])[C:10]=1[CH2:21][C:22]([O:24][CH3:25])=[O:23].[Li+].C[Si]([N-][Si](C)(C)C)(C)C.Br[CH2:37][C:38]([CH3:40])=[CH2:39], predict the reaction product. The product is: [CH3:1][C:2]1[CH:7]=[C:6]([CH3:8])[CH:5]=[CH:4][C:3]=1[C:9]1[C:18]2[C:13](=[CH:14][CH:15]=[CH:16][CH:17]=2)[C:12](=[O:19])[N:11]([CH3:20])[C:10]=1[CH:21]([CH2:39][C:38]([CH3:40])=[CH2:37])[C:22]([O:24][CH3:25])=[O:23]. (5) Given the reactants [C:1]([C:3]1[CH:4]=[N:5][CH:6]=[CH:7][CH:8]=1)#[CH:2].[N:9]1[CH:14]=[CH:13][CH:12]=[CH:11][C:10]=1[CH2:15][O:16][C:17]1[CH:22]=[CH:21][C:20]([CH2:23][C:24](Cl)=[N:25][OH:26])=[CH:19][CH:18]=1.C(N(CC)CC)C, predict the reaction product. The product is: [N:9]1[CH:14]=[CH:13][CH:12]=[CH:11][C:10]=1[CH2:15][O:16][C:17]1[CH:22]=[CH:21][C:20]([CH2:23][C:24]2[CH:2]=[C:1]([C:3]3[CH:4]=[N:5][CH:6]=[CH:7][CH:8]=3)[O:26][N:25]=2)=[CH:19][CH:18]=1. (6) Given the reactants [F:1][C:2]1[CH:3]=[C:4]2[C:8](=[CH:9][CH:10]=1)[NH:7][C:6]([C:11]([OH:13])=O)=[CH:5]2.[CH3:14][N:15]([CH3:31])[CH:16]1[CH2:20][CH2:19][N:18]([C:21]2[S:22][C:23]3[CH:29]=[C:28]([NH2:30])[CH:27]=[CH:26][C:24]=3[N:25]=2)[CH2:17]1, predict the reaction product. The product is: [CH3:14][N:15]([CH3:31])[CH:16]1[CH2:20][CH2:19][N:18]([C:21]2[S:22][C:23]3[CH:29]=[C:28]([NH:30][C:11]([C:6]4[NH:7][C:8]5[C:4]([CH:5]=4)=[CH:3][C:2]([F:1])=[CH:10][CH:9]=5)=[O:13])[CH:27]=[CH:26][C:24]=3[N:25]=2)[CH2:17]1.